This data is from Reaction yield outcomes from USPTO patents with 853,638 reactions. The task is: Predict the reaction yield, written as a fraction of the theoretical maximum amount of product (1.0 means a 100% yield; for example, 0.34 means a 34% yield). (1) The reactants are Br[C:2]1[CH:7]=[C:6]([N+:8]([O-:10])=[O:9])[C:5]([NH2:11])=[C:4]([CH3:12])[CH:3]=1.[C:13]([N:16]1[CH2:21][CH2:20][NH:19][CH2:18][CH2:17]1)(=[O:15])[CH3:14].C(P(C(C)(C)C)C(C)(C)C)(C)(C)C.CC(C)([O-])C.[Na+]. The catalyst is C1(C)C=CC=CC=1.CCOC(C)=O.C([O-])(=O)C.[Pd+2].C([O-])(=O)C. The product is [NH2:11][C:5]1[C:6]([N+:8]([O-:10])=[O:9])=[CH:7][C:2]([N:19]2[CH2:20][CH2:21][N:16]([C:13](=[O:15])[CH3:14])[CH2:17][CH2:18]2)=[CH:3][C:4]=1[CH3:12]. The yield is 0.700. (2) The reactants are [Br:1][C:2]1[CH:7]=[C:6]([C:8]([CH3:11])([CH3:10])[CH3:9])[CH:5]=[CH:4][C:3]=1[NH2:12].[N+:13]([O-])([O-:15])=[O:14].[K+]. The catalyst is OS(O)(=O)=O. The product is [Br:1][C:2]1[CH:7]=[C:6]([C:8]([CH3:9])([CH3:11])[CH3:10])[C:5]([N+:13]([O-:15])=[O:14])=[CH:4][C:3]=1[NH2:12]. The yield is 0.780.